Dataset: CYP2D6 inhibition data for predicting drug metabolism from PubChem BioAssay. Task: Regression/Classification. Given a drug SMILES string, predict its absorption, distribution, metabolism, or excretion properties. Task type varies by dataset: regression for continuous measurements (e.g., permeability, clearance, half-life) or binary classification for categorical outcomes (e.g., BBB penetration, CYP inhibition). Dataset: cyp2d6_veith. (1) The drug is O=C(Nc1ccccc1)N1CCCC2(CCN(C(=O)c3cnccn3)CC2)C1. The result is 0 (non-inhibitor). (2) The molecule is O=C([O-])c1cc2cc(Cc3cccnc3)ccc2o1.[Na+]. The result is 0 (non-inhibitor). (3) The compound is Cc1nc(N2CCOCC2)nc(N2CCN(c3ccccc3)CC2)c1[N+](=O)[O-]. The result is 0 (non-inhibitor). (4) The compound is Nc1nnc(-c2cccc(Cl)c2Cl)c(N)n1. The result is 1 (inhibitor).